From a dataset of Forward reaction prediction with 1.9M reactions from USPTO patents (1976-2016). Predict the product of the given reaction. (1) The product is: [CH3:3][O:4][CH2:5][O:6][C:7]1[CH:8]=[CH:9][C:10]2[C@@H:11]3[C@@H:19]([C@H:20]([CH2:24][CH2:25][CH2:26][CH2:27][O:28][CH2:29][CH2:30][O:31][CH2:32][CH2:33][O:34][CH2:35][CH2:36][O:37][CH2:44][C:45]([O:47][C:48]([CH3:51])([CH3:50])[CH3:49])=[O:46])[CH2:21][C:22]=2[CH:23]=1)[C@H:18]1[C@@:14]([CH3:42])([C@@H:15]([O:38][CH2:39][O:40][CH3:41])[CH2:16][CH2:17]1)[CH2:13][CH2:12]3. Given the reactants [H-].[Na+].[CH3:3][O:4][CH2:5][O:6][C:7]1[CH:8]=[CH:9][C:10]2[C@@H:11]3[C@@H:19]([C@H:20]([CH2:24][CH2:25][CH2:26][CH2:27][O:28][CH2:29][CH2:30][O:31][CH2:32][CH2:33][O:34][CH2:35][CH2:36][OH:37])[CH2:21][C:22]=2[CH:23]=1)[C@H:18]1[C@@:14]([CH3:42])([C@@H:15]([O:38][CH2:39][O:40][CH3:41])[CH2:16][CH2:17]1)[CH2:13][CH2:12]3.Br[CH2:44][C:45]([O:47][C:48]([CH3:51])([CH3:50])[CH3:49])=[O:46], predict the reaction product. (2) Given the reactants [N:1]1[CH:6]=[CH:5][C:4]([C:7]2[N:12]=[C:11](O)[CH:10]=[CH:9][N:8]=2)=[CH:3][CH:2]=1.P(Br)(Br)([Br:16])=O.O.C(Cl)Cl, predict the reaction product. The product is: [Br:16][C:11]1[CH:10]=[CH:9][N:8]=[C:7]([C:4]2[CH:5]=[CH:6][N:1]=[CH:2][CH:3]=2)[N:12]=1. (3) Given the reactants [F:1][C:2]1[CH:3]=[C:4]([CH:6]=[CH:7][C:8]=1[CH2:9][O:10][CH2:11][CH2:12][O:13][CH3:14])[NH2:5].N1[CH:20]=[CH:19][CH:18]=[CH:17][CH:16]=1.ClC(OC1C=CC=CC=1)=[O:23].C[C:32]([CH3:34])=[O:33], predict the reaction product. The product is: [C:32]([O:23][NH:5][C:4]1[CH:6]=[CH:7][C:8]([CH2:9][O:10][CH2:11][CH2:12][O:13][CH3:14])=[C:2]([F:1])[CH:3]=1)(=[O:33])[C:34]1[CH:20]=[CH:19][CH:18]=[CH:17][CH:16]=1. (4) Given the reactants C(O)(=[S:3])C.B(F)(F)F.CCOCC.[F:14][C:15]1[CH:22]=[C:21]([C:23]([F:26])([F:25])[F:24])[CH:20]=[CH:19][C:16]=1[C:17]#[N:18].Cl[CH:28]([C:34]([CH3:36])=O)[C:29]([O:31][CH2:32][CH3:33])=[O:30], predict the reaction product. The product is: [F:14][C:15]1[CH:22]=[C:21]([C:23]([F:24])([F:25])[F:26])[CH:20]=[CH:19][C:16]=1[C:17]1[S:3][C:28]([C:29]([O:31][CH2:32][CH3:33])=[O:30])=[C:34]([CH3:36])[N:18]=1. (5) Given the reactants [CH:1]12[CH:12]=[CH:11][CH:7]([CH:8]3[CH:10]1[CH2:9]3)[CH:6]1[CH:2]2[C:3](=[O:14])[O:4][C:5]1=[O:13].[CH3:15][OH:16], predict the reaction product. The product is: [CH3:15][O:16][C:3]([CH:2]1[CH:1]2[CH:12]=[CH:11][CH:7]([CH:8]3[CH:10]2[CH2:9]3)[CH:6]1[C:5]([OH:4])=[O:13])=[O:14].